This data is from Serine/threonine kinase 33 screen with 319,792 compounds. The task is: Binary Classification. Given a drug SMILES string, predict its activity (active/inactive) in a high-throughput screening assay against a specified biological target. The compound is Brc1c(CN2S(=O)(=O)CCOC3C2c2c(C3)cccc2)cccc1. The result is 0 (inactive).